This data is from NCI-60 drug combinations with 297,098 pairs across 59 cell lines. The task is: Regression. Given two drug SMILES strings and cell line genomic features, predict the synergy score measuring deviation from expected non-interaction effect. (1) Drug 1: C1=CC(=CC=C1CC(C(=O)O)N)N(CCCl)CCCl.Cl. Drug 2: COC1=C2C(=CC3=C1OC=C3)C=CC(=O)O2. Cell line: MDA-MB-231. Synergy scores: CSS=10.8, Synergy_ZIP=-4.43, Synergy_Bliss=-3.96, Synergy_Loewe=-9.29, Synergy_HSA=-4.46. (2) Drug 1: CC1=C(C(CCC1)(C)C)C=CC(=CC=CC(=CC(=O)O)C)C. Drug 2: N.N.Cl[Pt+2]Cl. Cell line: SK-MEL-2. Synergy scores: CSS=49.4, Synergy_ZIP=7.59, Synergy_Bliss=10.1, Synergy_Loewe=-0.130, Synergy_HSA=7.88.